This data is from Experimentally validated miRNA-target interactions with 360,000+ pairs, plus equal number of negative samples. The task is: Binary Classification. Given a miRNA mature sequence and a target amino acid sequence, predict their likelihood of interaction. (1) The miRNA is mmu-miR-223-3p with sequence UGUCAGUUUGUCAAAUACCCCA. The protein sequence of the target gene is MVYYPELLVWVSQEPFAYKEMEGGLIKGRLPVPKEVNRKKMEETGAASLTPPGSREFTSPATSYLHPF. Result: 1 (interaction). (2) The miRNA is mmu-miR-410-3p with sequence AAUAUAACACAGAUGGCCUGU. The protein sequence of the target gene is MDLLSGTYIFAVLLACVVFHSGAQEKNYTIREEMPENVLIGDLLKDLNLSLIPNKSLTTAMQFKLVYKTGDVPLIRIEEDTGEIFTTGARIDREKLCAGIPRDEHCFYEVEVAILPDEIFRLVKIRFLIEDINDNAPLFPATVINISIPENSAINSKYTLPAAVDPDVGINGVQNYELIKSQNIFGLDVIETPEGDKMPQLIVQKELDREEKDTYVMKVKVEDGGFPQRSSTAILQVSVTDTNDNHPVFKETEIEVSIPENAPVGTSVTQLHATDADIGENAKIHFSFSNLVSNIARRLF.... Result: 0 (no interaction). (3) The miRNA is mmu-miR-673-3p with sequence UCCGGGGCUGAGUUCUGUGCACC. The protein sequence of the target gene is MEAFPWAPRSPRRARAPAPMALVPSARYVSASGPVHPQPFSSWNDYLGLATLITRASDRGSPHEGPGPTAAGPTMGPPEDDEDDDGEEPEAGGRYLGGALELRALELCAGPAEPGLLEERFAELNPFAGRAAAVLLGCAPTASTTAAAASTAEVTPREEPSPAWAAEPRLHAASGATAARLLKPELQVCVFCRNNKEAVALYTTHILKGPDGRVLCPVLRRYTCPLCGASGDNAHTIKYCPLSKVPPPTVRPPPRSNRDSLPSKKLR. Result: 0 (no interaction). (4) The miRNA is rno-let-7a-5p with sequence UGAGGUAGUAGGUUGUAUAGUU. The protein sequence of the target gene is MRFQVALLLLSVAVARALPSVYKRDADSGDSQNPPNQPSKQSSTPLPSSNQVKTTRPTDGQGQKSDKKDQDKTTLAAVSSKAESGPRTAATDHSLGDSRRQPEKTDAELNETARPLSPVNPKLEKSDQSSTEDSGKPTGGNSGKPTGGDSGKPTEAGSNKATEDDSGKSTKVDLDKPTSKISPDTETSKTDKVQPTEKGQKPTLTSKTESGETLAGDSDFSLKPEKGDKSSEPTEDVETKEIEEGDTEPEEGSPLEEENEKVPGPSSSENQEGTLTDSMKNEKDDLYKDSSGNTSAESSH.... Result: 0 (no interaction). (5) The miRNA is mmu-miR-465b-5p with sequence UAUUUAGAAUGGUGCUGAUCUG. The protein sequence of the target gene is MEGLGRSCLWLRRELSPPRPRLLLLDCRSRELYESARIGGALSVALPALLLRRLRRGSLSVRALLPGPPLQPPPPAPVLLYDQGGGRRRRGEAEAEAEEWEAESVLGTLLQKLREEGYLAYYLQGGFSRFQAECPHLCETSLAGRAGSSMAPVPGPVPVVGLGSLCLGSDCSDAESEADRDSMSCGLDSEGATPPPVGLRASFPVQILPNLYLGSARDSANLESLAKLGIRYILNVTPNLPNFFEKNGDFHYKQIPISDHWSQNLSRFFPEAIEFIDEALSQNCGVLVHCLAGVSRSVTV.... Result: 0 (no interaction). (6) The miRNA is mmu-miR-205-5p with sequence UCCUUCAUUCCACCGGAGUCUG. The protein sequence of the target gene is MTKSKEAVTFKDVAVVFSEEELQLLDLAQRKLYRDVMLENFRNVVSVGHQSTPDGLPQLEREEKLWMMKMATQRDNSSGAKNLKEMETLQEVGLRYLPHEELFCSQIWQQITRELIKYQDSVVNIQRTGCQLEKRDDLHYKDEGFSNQSSHLQVHRVHTGEKPYKGEHCVKSFSWSSHLQINQRAHAGEKPYKCEKCDNAFRRFSSLQAHQRVHSRAKSYTNDASYRSFSQRSHLPHHQRVPTGENPYKYEECGRNVGKSSHCQAPLIVHTGEKPYKCEECGVGFSQRSYLQVHLKVHTG.... Result: 0 (no interaction). (7) The miRNA is hsa-miR-485-5p with sequence AGAGGCUGGCCGUGAUGAAUUC. The protein sequence of the target gene is MSKFVFDSMLPKYPQFQPFISSHHLTTTPPNSSSAAVAAALAAAAASASASVSASSSSNNNSSNTIAGSNTSNTNNSSSSPSSSSNNNSNLNLSGGSLSPSHLSQHLGQSPHSPVSSSSPFQQHHPQVQQQHLNHQQQQHLHHQQQQHHHQYSSLSAALQLQQQQHHISKLAAAAVASHGHAHQQLLLTPPSAGNSQAGDSSCSPSPSASGSSSLHRSLNDNSPGSASASASASAASSVAAAAAAAAAAASSSFAIPTSKMYPYVSNHPSSHGGLSGMAGFTGLEDKSCSRYTDTVMNSY.... Result: 0 (no interaction).